Dataset: NCI-60 drug combinations with 297,098 pairs across 59 cell lines. Task: Regression. Given two drug SMILES strings and cell line genomic features, predict the synergy score measuring deviation from expected non-interaction effect. (1) Drug 1: C1CCC(C1)C(CC#N)N2C=C(C=N2)C3=C4C=CNC4=NC=N3. Drug 2: C1=CC(=C2C(=C1NCCNCCO)C(=O)C3=C(C=CC(=C3C2=O)O)O)NCCNCCO. Cell line: HS 578T. Synergy scores: CSS=38.5, Synergy_ZIP=10.3, Synergy_Bliss=13.0, Synergy_Loewe=-14.3, Synergy_HSA=9.01. (2) Drug 1: CNC(=O)C1=CC=CC=C1SC2=CC3=C(C=C2)C(=NN3)C=CC4=CC=CC=N4. Drug 2: C1=C(C(=O)NC(=O)N1)F. Cell line: PC-3. Synergy scores: CSS=39.2, Synergy_ZIP=4.46, Synergy_Bliss=2.75, Synergy_Loewe=0.405, Synergy_HSA=0.950. (3) Drug 1: CN1C2=C(C=C(C=C2)N(CCCl)CCCl)N=C1CCCC(=O)O.Cl. Drug 2: C(CC(=O)O)C(=O)CN.Cl. Cell line: NCI-H322M. Synergy scores: CSS=10.1, Synergy_ZIP=-3.06, Synergy_Bliss=2.72, Synergy_Loewe=-5.60, Synergy_HSA=-0.381. (4) Drug 1: CCN(CC)CCNC(=O)C1=C(NC(=C1C)C=C2C3=C(C=CC(=C3)F)NC2=O)C. Drug 2: C1CN(CCN1C(=O)CCBr)C(=O)CCBr. Cell line: K-562. Synergy scores: CSS=9.08, Synergy_ZIP=-2.69, Synergy_Bliss=-0.0673, Synergy_Loewe=-0.0321, Synergy_HSA=-1.17. (5) Drug 1: COC1=NC(=NC2=C1N=CN2C3C(C(C(O3)CO)O)O)N. Drug 2: CN(C(=O)NC(C=O)C(C(C(CO)O)O)O)N=O. Cell line: DU-145. Synergy scores: CSS=-10.5, Synergy_ZIP=1.23, Synergy_Bliss=-4.18, Synergy_Loewe=-5.62, Synergy_HSA=-8.59. (6) Drug 1: CC1=C(C=C(C=C1)NC2=NC=CC(=N2)N(C)C3=CC4=NN(C(=C4C=C3)C)C)S(=O)(=O)N.Cl. Drug 2: CC1=C(C(=CC=C1)Cl)NC(=O)C2=CN=C(S2)NC3=CC(=NC(=N3)C)N4CCN(CC4)CCO. Cell line: SK-OV-3. Synergy scores: CSS=24.7, Synergy_ZIP=9.74, Synergy_Bliss=10.2, Synergy_Loewe=-9.47, Synergy_HSA=8.54. (7) Drug 1: COC1=NC(=NC2=C1N=CN2C3C(C(C(O3)CO)O)O)N. Drug 2: C1=NC2=C(N=C(N=C2N1C3C(C(C(O3)CO)O)F)Cl)N. Cell line: RPMI-8226. Synergy scores: CSS=-1.32, Synergy_ZIP=1.29, Synergy_Bliss=-3.62, Synergy_Loewe=-4.28, Synergy_HSA=-5.89. (8) Drug 1: C1=CC(=CC=C1CCC2=CNC3=C2C(=O)NC(=N3)N)C(=O)NC(CCC(=O)O)C(=O)O. Drug 2: CC(C)CN1C=NC2=C1C3=CC=CC=C3N=C2N. Cell line: T-47D. Synergy scores: CSS=4.06, Synergy_ZIP=-1.52, Synergy_Bliss=-0.782, Synergy_Loewe=-1.55, Synergy_HSA=-1.06.